From a dataset of Forward reaction prediction with 1.9M reactions from USPTO patents (1976-2016). Predict the product of the given reaction. (1) Given the reactants [CH3:1][O:2][C:3]1[CH:8]=[CH:7][CH:6]=[CH:5][C:4]=1[N:9]1[CH2:14][CH2:13][N:12]([CH2:15][CH2:16][CH:17]2[CH2:19][O:18]2)[CH2:11][CH2:10]1.[N:20](CC(O)CCN1CCN(C2C=CC=C(Cl)C=2Cl)CC1)=[N+:21]=[N-:22], predict the reaction product. The product is: [N:20]([CH2:19][CH:17]([OH:18])[CH2:16][CH2:15][N:12]1[CH2:13][CH2:14][N:9]([C:4]2[CH:5]=[CH:6][CH:7]=[CH:8][C:3]=2[O:2][CH3:1])[CH2:10][CH2:11]1)=[N+:21]=[N-:22]. (2) Given the reactants [C:1]([O-:4])([O-])=O.[K+].[K+].[C:7]1([S:13]([C:16]2[CH:21]=[CH:20][C:19]([CH2:22][CH2:23]C=C)=[C:18]([Br:26])[CH:17]=2)(=[O:15])=[O:14])[CH:12]=[CH:11][CH:10]=[CH:9][CH:8]=1.[O-]S([O-])=O.[Na+].[Na+].O.C[C:35]([OH:38])(C)C.O, predict the reaction product. The product is: [C:7]1([S:13]([C:16]2[CH:21]=[CH:20][C:19]([CH2:22][CH2:23][C@@H:1]([OH:4])[CH2:35][OH:38])=[C:18]([Br:26])[CH:17]=2)(=[O:15])=[O:14])[CH:12]=[CH:11][CH:10]=[CH:9][CH:8]=1. (3) The product is: [OH:15][N:14]=[C:6]([NH2:7])[C:5]1[CH:8]=[C:9]([O:11][CH3:12])[CH:10]=[C:3]([O:2][CH3:1])[CH:4]=1. Given the reactants [CH3:1][O:2][C:3]1[CH:4]=[C:5]([CH:8]=[C:9]([O:11][CH3:12])[CH:10]=1)[C:6]#[N:7].Cl.[NH2:14][OH:15].C(=O)([O-])[O-].[K+].[K+], predict the reaction product. (4) Given the reactants [Br:1][C:2]1[CH:20]=[N:19][C:5]2[N:6]=[C:7]([N:13]3[CH2:16][CH:15]([NH:17][CH3:18])[CH2:14]3)[C:8]3[N:9]([CH:10]=[N:11][N:12]=3)[C:4]=2[CH:3]=1.O1CCOCC1.[ClH:27], predict the reaction product. The product is: [ClH:27].[Br:1][C:2]1[CH:20]=[N:19][C:5]2[N:6]=[C:7]([N:13]3[CH2:16][CH:15]([NH:17][CH3:18])[CH2:14]3)[C:8]3[N:9]([CH:10]=[N:11][N:12]=3)[C:4]=2[CH:3]=1.